Regression. Given a peptide amino acid sequence and an MHC pseudo amino acid sequence, predict their binding affinity value. This is MHC class II binding data. From a dataset of Peptide-MHC class II binding affinity with 134,281 pairs from IEDB. (1) The peptide sequence is YPWDRIEEVTRMAMT. The MHC is HLA-DQA10102-DQB10501 with pseudo-sequence HLA-DQA10102-DQB10501. The binding affinity (normalized) is 0.430. (2) The peptide sequence is GMNSRSTSLSVSLVL. The MHC is DRB1_0701 with pseudo-sequence DRB1_0701. The binding affinity (normalized) is 0.895. (3) The MHC is DRB1_0802 with pseudo-sequence DRB1_0802. The binding affinity (normalized) is 0.154. The peptide sequence is ANLCVERVLDCRTAF. (4) The binding affinity (normalized) is 0. The MHC is DRB5_0101 with pseudo-sequence DRB5_0101. The peptide sequence is PEQPQQSFPEQERP. (5) The peptide sequence is LELLQRRFGGTVIRN. The MHC is HLA-DQA10601-DQB10402 with pseudo-sequence HLA-DQA10601-DQB10402. The binding affinity (normalized) is 0.304. (6) The peptide sequence is IPTAFKIGKTYTPEE. The MHC is HLA-DPA10201-DPB10101 with pseudo-sequence HLA-DPA10201-DPB10101. The binding affinity (normalized) is 0.209. (7) The peptide sequence is HLQWFAMFSPIVPFW. The MHC is DRB1_0101 with pseudo-sequence DRB1_0101. The binding affinity (normalized) is 0.934.